From a dataset of Reaction yield outcomes from USPTO patents with 853,638 reactions. Predict the reaction yield, written as a fraction of the theoretical maximum amount of product (1.0 means a 100% yield; for example, 0.34 means a 34% yield). (1) The reactants are [CH2:1]([S:3]([N:6]1[CH2:11][CH2:10][CH:9]([C:12]2[C:20]3[C:15](=[C:16]([C:29]([NH2:31])=[O:30])[CH:17]=[C:18]([C:21]4[CH:26]=[CH:25][C:24]([CH2:27][OH:28])=[CH:23][CH:22]=4)[CH:19]=3)[NH:14][CH:13]=2)[CH2:8][CH2:7]1)(=[O:5])=[O:4])[CH3:2]. The catalyst is C1COCC1.O=[Mn]=O. The product is [CH2:1]([S:3]([N:6]1[CH2:11][CH2:10][CH:9]([C:12]2[C:20]3[C:15](=[C:16]([C:29]([NH2:31])=[O:30])[CH:17]=[C:18]([C:21]4[CH:22]=[CH:23][C:24]([CH:27]=[O:28])=[CH:25][CH:26]=4)[CH:19]=3)[NH:14][CH:13]=2)[CH2:8][CH2:7]1)(=[O:5])=[O:4])[CH3:2]. The yield is 0.580. (2) The reactants are [CH3:1][O:2][C:3](=[O:14])[C:4]1[CH:9]=[CH:8][C:7]([CH:10]=[O:11])=[C:6]([O:12][CH3:13])[CH:5]=1.O.CC(=CC)C.[O-:21]Cl=O.[Na+]. The catalyst is C(O)(C)(C)C.C(Cl)Cl. The product is [CH3:1][O:2][C:3](=[O:14])[C:4]1[CH:9]=[CH:8][C:7]([C:10]([OH:21])=[O:11])=[C:6]([O:12][CH3:13])[CH:5]=1. The yield is 0.470. (3) The reactants are [Br:1][C:2]1[CH:3]=[C:4]([C:9]([C:13]2[CH:14]=[N:15][C:16](F)=[CH:17][CH:18]=2)=[CH:10]OC)[C:5]([NH2:8])=[N:6][CH:7]=1.Cl(O)(=O)(=O)=[O:21]. The catalyst is O1CCOCC1.O.[OH-].[Na+]. The product is [Br:1][C:2]1[CH:3]=[C:4]2[C:9]([C:13]3[CH:18]=[CH:17][C:16]([OH:21])=[N:15][CH:14]=3)=[CH:10][NH:8][C:5]2=[N:6][CH:7]=1. The yield is 0.770.